From a dataset of Catalyst prediction with 721,799 reactions and 888 catalyst types from USPTO. Predict which catalyst facilitates the given reaction. (1) Reactant: C(N(CC)CC)C.Cl.[CH2:9]1[C:18]2[C:13](=[CH:14][CH:15]=[CH:16][CH:17]=2)[CH2:12][CH2:11][N:10]1[NH:19][CH3:20].Cl[C:22]([O:24][C:25]1[CH:30]=[CH:29][C:28]([Cl:31])=[CH:27][CH:26]=1)=[O:23]. Product: [Cl:31][C:28]1[CH:29]=[CH:30][C:25]([O:24][C:22](=[O:23])[N:19]([N:10]2[CH2:11][CH2:12][C:13]3[C:18](=[CH:17][CH:16]=[CH:15][CH:14]=3)[CH2:9]2)[CH3:20])=[CH:26][CH:27]=1. The catalyst class is: 4. (2) Reactant: [OH:1][CH2:2][CH:3]([CH2:5][OH:6])[OH:4].[CH2:7](N(CC)CC)C.[C:14](Cl)(=[O:21])[C:15]1[CH:20]=[CH:19][CH:18]=[CH:17][CH:16]=1.O. Product: [C:14]([O:1][CH2:2][CH:3]1[CH2:5][O:6][CH2:7][O:4]1)(=[O:21])[C:15]1[CH:20]=[CH:19][CH:18]=[CH:17][CH:16]=1. The catalyst class is: 789. (3) Reactant: [F:1][C:2]1[CH:3]=[CH:4][C:5]([O:23][CH3:24])=[C:6]([C:8]2[CH:13]=[CH:12][N:11]=[C:10]3[NH:14][C:15]([CH:17]4[CH2:22][CH2:21][NH:20][CH2:19][CH2:18]4)=[CH:16][C:9]=23)[CH:7]=1.[CH2:25]([NH:27][S:28](Cl)(=[O:30])=[O:29])[CH3:26].C(N(CC)CC)C. Product: [CH2:25]([NH:27][S:28]([N:20]1[CH2:19][CH2:18][CH:17]([C:15]2[NH:14][C:10]3=[N:11][CH:12]=[CH:13][C:8]([C:6]4[CH:7]=[C:2]([F:1])[CH:3]=[CH:4][C:5]=4[O:23][CH3:24])=[C:9]3[CH:16]=2)[CH2:22][CH2:21]1)(=[O:30])=[O:29])[CH3:26]. The catalyst class is: 2. (4) Reactant: [Cl:1][C:2]1[CH:7]=[C:6]([Cl:8])[CH:5]=[CH:4][C:3]=1[CH:9]1[CH2:12][CH2:11][C:10]1([N+:23]#[C-:24])[S:13]([C:16]1[CH:21]=[CH:20][C:19]([CH3:22])=[CH:18][CH:17]=1)(=[O:15])=[O:14].Cl.O.CC[O:29]C(C)=O. Product: [Cl:1][C:2]1[CH:7]=[C:6]([Cl:8])[CH:5]=[CH:4][C:3]=1[CH:9]1[CH2:12][CH2:11][C:10]1([NH:23][CH:24]=[O:29])[S:13]([C:16]1[CH:17]=[CH:18][C:19]([CH3:22])=[CH:20][CH:21]=1)(=[O:14])=[O:15]. The catalyst class is: 1.